From a dataset of Reaction yield outcomes from USPTO patents with 853,638 reactions. Predict the reaction yield, written as a fraction of the theoretical maximum amount of product (1.0 means a 100% yield; for example, 0.34 means a 34% yield). The reactants are [CH3:1][N:2]([CH3:11])[S:3]([N:6]1[CH:10]=[CH:9][CH:8]=[N:7]1)(=[O:5])=[O:4].[Li]CCCC.[Cl:17]C(Cl)(Cl)C(Cl)(Cl)Cl. The catalyst is O1CCCC1. The product is [Cl:17][C:10]1[N:6]([S:3]([N:2]([CH3:11])[CH3:1])(=[O:4])=[O:5])[N:7]=[CH:8][CH:9]=1. The yield is 0.890.